Dataset: SARS-CoV-2 main protease (3CLPro) crystallographic fragment screen with 879 compounds. Task: Binary Classification. Given a drug SMILES string, predict its activity (active/inactive) in a high-throughput screening assay against a specified biological target. (1) The compound is C[C@@H]1[C@H](C(N)=O)CCCN1S(C)(=O)=O. The result is 0 (inactive). (2) The drug is CCCC(=O)Nc1cccnc1Cl. The result is 0 (inactive). (3) The molecule is CCN(CCO)c1ccc(N)cc1. The result is 0 (inactive). (4) The molecule is CC[C@H](N)C(N)=O.Cl. The result is 0 (inactive).